From a dataset of Peptide-MHC class II binding affinity with 134,281 pairs from IEDB. Regression. Given a peptide amino acid sequence and an MHC pseudo amino acid sequence, predict their binding affinity value. This is MHC class II binding data. (1) The peptide sequence is IKEKGKDKWIALKES. The MHC is HLA-DPA10201-DPB11401 with pseudo-sequence HLA-DPA10201-DPB11401. The binding affinity (normalized) is 0.173. (2) The peptide sequence is TSLLISWGHYPLHLR. The MHC is DRB1_0901 with pseudo-sequence DRB1_0901. The binding affinity (normalized) is 0.613. (3) The peptide sequence is LEKISNEIKIVATPD. The MHC is HLA-DPA10301-DPB10402 with pseudo-sequence HLA-DPA10301-DPB10402. The binding affinity (normalized) is 0.274. (4) The peptide sequence is KVFLTQMNARGVKVK. The MHC is DRB1_0405 with pseudo-sequence DRB1_0405. The binding affinity (normalized) is 0.496. (5) The peptide sequence is PCRIPVIVADDLTAA. The MHC is DRB1_0701 with pseudo-sequence DRB1_0701. The binding affinity (normalized) is 0.191. (6) The peptide sequence is AASIIGILHLILWIL. The MHC is DRB1_0701 with pseudo-sequence DRB1_0701. The binding affinity (normalized) is 0.268. (7) The peptide sequence is TNTPTKWDNSFLEI. The MHC is DRB1_1101 with pseudo-sequence DRB1_1101. The binding affinity (normalized) is 0.0770. (8) The binding affinity (normalized) is 0.219. The peptide sequence is VPPADKYKTFEAAFT. The MHC is HLA-DPA10201-DPB10101 with pseudo-sequence HLA-DPA10201-DPB10101. (9) The peptide sequence is FPCQEWQEVDSILGF. The MHC is HLA-DQA10201-DQB10303 with pseudo-sequence HLA-DQA10201-DQB10303. The binding affinity (normalized) is 0.302. (10) The peptide sequence is VVAPQLPADLMIRII. The MHC is HLA-DPA10103-DPB10301 with pseudo-sequence HLA-DPA10103-DPB10301. The binding affinity (normalized) is 0.368.